This data is from Reaction yield outcomes from USPTO patents with 853,638 reactions. The task is: Predict the reaction yield, written as a fraction of the theoretical maximum amount of product (1.0 means a 100% yield; for example, 0.34 means a 34% yield). The reactants are Br.Br[CH:3]([C:5]1[O:6][C:7](=[O:27])[C:8]2[C:13]([C:14]=1[C:15]1[S:16][C:17]([CH2:20][N:21]3[CH2:26][CH2:25][O:24][CH2:23][CH2:22]3)=[CH:18][CH:19]=1)=[CH:12][CH:11]=[CH:10][CH:9]=2)[CH3:4].C(OC([N:35](C(OC(C)(C)C)=O)[C:36]1[N:44]=[CH:43][N:42]=[C:41]2[C:37]=1[NH:38][CH:39]=[N:40]2)=O)(C)(C)C.C([O-])([O-])=O.[K+].[K+]. The catalyst is CN(C=O)C. The product is [NH2:35][C:36]1[N:44]=[CH:43][N:42]=[C:41]2[C:37]=1[N:38]=[CH:39][N:40]2[CH:3]([C:5]1[O:6][C:7](=[O:27])[C:8]2[C:13]([C:14]=1[C:15]1[S:16][C:17]([CH2:20][N:21]3[CH2:26][CH2:25][O:24][CH2:23][CH2:22]3)=[CH:18][CH:19]=1)=[CH:12][CH:11]=[CH:10][CH:9]=2)[CH3:4]. The yield is 0.690.